This data is from Full USPTO retrosynthesis dataset with 1.9M reactions from patents (1976-2016). The task is: Predict the reactants needed to synthesize the given product. (1) Given the product [Si:14]([O:21][CH2:22][CH2:23][C:24]1[CH:25]=[C:26]([CH2:29][CH2:30][OH:33])[S:27][CH:28]=1)([C:17]([CH3:20])([CH3:19])[CH3:18])([CH3:16])[CH3:15], predict the reactants needed to synthesize it. The reactants are: [Si](Cl)(C(C)(C)C)(C)C.N1C=CN=C1.[Si:14]([O:21][CH2:22][CH2:23][C:24]1[CH:25]=[C:26]([CH2:29][C:30]#N)[S:27][CH:28]=1)([C:17]([CH3:20])([CH3:19])[CH3:18])([CH3:16])[CH3:15].C(=O)([O-])[O-:33].[K+].[K+]. (2) Given the product [C:1]([O:5][C:6]([N:7]1[C:15](=[O:16])[CH:14]=[C:12]([OH:13])[C:8]21[CH2:11][CH2:10][CH2:9]2)=[O:24])([CH3:4])([CH3:3])[CH3:2], predict the reactants needed to synthesize it. The reactants are: [C:1]([O:5][C:6](=[O:24])[NH:7][C:8]1([C:12](=[C:14]2C(=O)OC(C)(C)[O:16][C:15]2=O)[OH:13])[CH2:11][CH2:10][CH2:9]1)([CH3:4])([CH3:3])[CH3:2]. (3) Given the product [C:1]([N:9]1[C:17]2[C:12](=[CH:13][CH:14]=[CH:15][CH:16]=2)[C:11](=[C:18]([Cl:28])[C:19]2[CH:24]=[CH:23][CH:22]=[CH:21][CH:20]=2)[C:10]1=[O:26])(=[O:8])[C:2]1[CH:7]=[CH:6][CH:5]=[CH:4][CH:3]=1, predict the reactants needed to synthesize it. The reactants are: [C:1]([N:9]1[C:17]2[C:12](=[CH:13][CH:14]=[CH:15][CH:16]=2)[C:11](=[C:18](O)[C:19]2[CH:24]=[CH:23][CH:22]=[CH:21][CH:20]=2)[C:10]1=[O:26])(=[O:8])[C:2]1[CH:7]=[CH:6][CH:5]=[CH:4][CH:3]=1.P(Cl)(Cl)(Cl)(Cl)[Cl:28]. (4) Given the product [CH3:20][C:21]1([CH3:37])[C:25]([CH3:27])([CH3:26])[O:24][B:23]([C:2]2[CH:7]=[CH:6][C:5]([C:8]([F:11])([F:10])[F:9])=[CH:4][C:3]=2[NH:12][C:13](=[O:19])[O:14][C:15]([CH3:18])([CH3:17])[CH3:16])[O:22]1, predict the reactants needed to synthesize it. The reactants are: Br[C:2]1[CH:7]=[CH:6][C:5]([C:8]([F:11])([F:10])[F:9])=[CH:4][C:3]=1[NH:12][C:13](=[O:19])[O:14][C:15]([CH3:18])([CH3:17])[CH3:16].[CH3:20][C:21]1([CH3:37])[C:25]([CH3:27])([CH3:26])[O:24][B:23]([B:23]2[O:24][C:25]([CH3:27])([CH3:26])[C:21]([CH3:37])([CH3:20])[O:22]2)[O:22]1.C([O-])(=O)C.[Na+]. (5) Given the product [C:3]([Si:7]([CH3:20])([CH3:21])[O:8][C@@H:9]([CH2:10][CH2:11][O:12][Si:27]([C:30]([CH3:33])([CH3:32])[CH3:31])([CH3:29])[CH3:28])[C:13]([CH3:19])([CH3:18])[C:14](=[O:17])[CH2:15][CH3:16])([CH3:5])([CH3:4])[CH3:6], predict the reactants needed to synthesize it. The reactants are: [BH4-].[Na+].[C:3]([Si:7]([CH3:21])([CH3:20])[O:8][C@H:9]([C:13]([CH3:19])([CH3:18])[C:14](=[O:17])[CH2:15][CH3:16])[CH2:10][CH:11]=[O:12])([CH3:6])([CH3:5])[CH3:4].N1C=CN=C1.[Si:27](Cl)([C:30]([CH3:33])([CH3:32])[CH3:31])([CH3:29])[CH3:28].[Cl-].[NH4+]. (6) Given the product [CH3:1][N:2]1[C:6]([S:7][CH2:8][C:9]2[N:13]([CH2:14][CH2:15][CH3:16])[CH:12]=[N:11][CH:10]=2)=[N:5][C:4]([NH2:17])=[N:3]1, predict the reactants needed to synthesize it. The reactants are: [CH3:1][N:2]1[C:6]([S:7][CH2:8][C:9]2[N:13]([CH2:14][CH2:15][CH3:16])[CH:12]=[N:11][CH:10]=2)=[N:5][C:4]([N+:17]([O-])=O)=[N:3]1.[Cl-].[Ca+2].[Cl-]. (7) The reactants are: [CH3:1][O:2][C:3]1[CH:4]=[C:5]([CH:21]=[CH:22][C:23]=1[O:24][CH3:25])[CH2:6][CH:7]1[C:16]2[C:11](=[C:12]([O:19][CH3:20])[CH:13]=[CH:14][C:15]=2[O:17][CH3:18])[CH2:10][CH2:9][NH:8]1.Br[CH2:27][C:28](Br)=[O:29].[NH2:31][C:32]1[S:33][CH:34]=[N:35][N:36]=1. Given the product [CH3:1][O:2][C:3]1[CH:4]=[C:5]([CH:21]=[CH:22][C:23]=1[O:24][CH3:25])[CH2:6][CH:7]1[C:16]2[C:11](=[C:12]([O:19][CH3:20])[CH:13]=[CH:14][C:15]=2[O:17][CH3:18])[CH2:10][CH2:9][N:8]1[CH2:27][C:28]([NH:31][C:32]1[S:33][CH:34]=[N:35][N:36]=1)=[O:29], predict the reactants needed to synthesize it.